This data is from Catalyst prediction with 721,799 reactions and 888 catalyst types from USPTO. The task is: Predict which catalyst facilitates the given reaction. (1) Reactant: [NH2:1][C@@H:2]([CH2:7][C:8]1[CH:13]=[CH:12][C:11]([C:14]2[CH:19]=[CH:18][CH:17]=[C:16]([CH2:20][NH:21][CH2:22][C:23](=[O:30])[C:24]3[CH:29]=[CH:28][CH:27]=[CH:26][CH:25]=3)[CH:15]=2)=[CH:10][CH:9]=1)[C:3]([O:5][CH3:6])=[O:4].[C:31]([CH2:39][C:40](=O)[CH3:41])(=[O:38])[C:32]1[CH:37]=[CH:36][CH:35]=[CH:34][CH:33]=1. Product: [C:23]([CH2:22][NH:21][CH2:20][C:16]1[CH:15]=[C:14]([C:11]2[CH:10]=[CH:9][C:8]([CH2:7][C@H:2]([NH:1][C:40]([CH3:41])=[CH:39][C:31](=[O:38])[C:32]3[CH:37]=[CH:36][CH:35]=[CH:34][CH:33]=3)[C:3]([O:5][CH3:6])=[O:4])=[CH:13][CH:12]=2)[CH:19]=[CH:18][CH:17]=1)(=[O:30])[C:24]1[CH:25]=[CH:26][CH:27]=[CH:28][CH:29]=1. The catalyst class is: 5. (2) Reactant: Cl[C:2]1[N:7]=[C:6]([NH:8][C@H:9]([C:11]2[CH:16]=[CH:15][C:14]([F:17])=[CH:13][N:12]=2)[CH3:10])[C:5]([N+:18]([O-:20])=[O:19])=[CH:4][CH:3]=1.[CH:21]1([C:24]2[NH:28][N:27]=[C:26]([NH2:29])[CH:25]=2)[CH2:23][CH2:22]1.CCN(C(C)C)C(C)C. Product: [CH:21]1([C:24]2[NH:28][N:27]=[C:26]([NH:29][C:2]3[N:7]=[C:6]([NH:8][C@H:9]([C:11]4[CH:16]=[CH:15][C:14]([F:17])=[CH:13][N:12]=4)[CH3:10])[C:5]([N+:18]([O-:20])=[O:19])=[CH:4][CH:3]=3)[CH:25]=2)[CH2:23][CH2:22]1. The catalyst class is: 51. (3) The catalyst class is: 52. Product: [F:1][C:2]1[CH:3]=[CH:4][C:5]2[N:21]([C:22]3[CH:27]=[CH:26][CH:25]=[CH:24][CH:23]=3)[C:9]([C@@H:10]([NH:12][C:13](=[O:19])[O:14][C:15]([CH3:18])([CH3:17])[CH3:16])[CH3:11])=[N:8][C:6]=2[CH:7]=1. Reactant: [F:1][C:2]1[CH:3]=[CH:4][C:5]([NH:21][C:22]2[CH:27]=[CH:26][CH:25]=[CH:24][CH:23]=2)=[C:6]([NH:8][C:9](=O)[C@@H:10]([NH:12][C:13](=[O:19])[O:14][C:15]([CH3:18])([CH3:17])[CH3:16])[CH3:11])[CH:7]=1. (4) Reactant: [CH3:1][Si:2]([CH3:19])([CH3:18])[C:3]1[CH:4]=[C:5]([CH2:9][C:10]([P:12](=[O:17])([O:15][CH3:16])[O:13][CH3:14])=[O:11])[CH:6]=[CH:7][CH:8]=1.[CH3:20][O:21][P:22]([O-:25])[O:23][CH3:24].C(NCCCC)CCC.CCCCCC. Product: [CH3:19][Si:2]([CH3:1])([CH3:18])[C:3]1[CH:4]=[C:5]([CH2:9][C:10]([OH:11])([P:22](=[O:25])([O:23][CH3:24])[O:21][CH3:20])[P:12](=[O:17])([O:15][CH3:16])[O:13][CH3:14])[CH:6]=[CH:7][CH:8]=1. The catalyst class is: 28.